Dataset: Full USPTO retrosynthesis dataset with 1.9M reactions from patents (1976-2016). Task: Predict the reactants needed to synthesize the given product. Given the product [Br:17][C:9]1[N:10]=[C:6]2[CH:5]=[CH:4][CH:3]=[C:2]([Br:1])[N:7]2[N:8]=1, predict the reactants needed to synthesize it. The reactants are: [Br:1][C:2]1[N:7]2[N:8]=[C:9](N)[N:10]=[C:6]2[CH:5]=[CH:4][CH:3]=1.[N+]([O-])([O-])=O.[Na+].[BrH:17].